From a dataset of Peptide-MHC class I binding affinity with 185,985 pairs from IEDB/IMGT. Regression. Given a peptide amino acid sequence and an MHC pseudo amino acid sequence, predict their binding affinity value. This is MHC class I binding data. (1) The peptide sequence is LTFGWCFKL. The MHC is HLA-A26:01 with pseudo-sequence HLA-A26:01. The binding affinity (normalized) is 0.0966. (2) The peptide sequence is YLDVDLHPA. The MHC is HLA-A02:17 with pseudo-sequence HLA-A02:17. The binding affinity (normalized) is 0.302. (3) The peptide sequence is FLLAQFTSAI. The MHC is Patr-A0701 with pseudo-sequence Patr-A0701. The binding affinity (normalized) is 0.270. (4) The peptide sequence is YVTLNASQY. The MHC is HLA-A03:01 with pseudo-sequence HLA-A03:01. The binding affinity (normalized) is 0.217. (5) The peptide sequence is RVIRTVREK. The MHC is HLA-A01:01 with pseudo-sequence HLA-A01:01. The binding affinity (normalized) is 0.0847. (6) The peptide sequence is STLERTSKASLER. The MHC is HLA-A02:02 with pseudo-sequence HLA-A02:02. The binding affinity (normalized) is 0.